Predict the product of the given reaction. From a dataset of Forward reaction prediction with 1.9M reactions from USPTO patents (1976-2016). (1) Given the reactants C(OC([N:11]1[CH2:15][CH2:14][CH:13]2[N:16]([C:20](=[O:25])[NH:21][CH:22]([CH3:24])[CH3:23])[CH2:17][CH:18]([OH:19])[CH:12]12)=O)C1C=CC=CC=1, predict the reaction product. The product is: [CH:22]([NH:21][C:20]([N:16]1[CH2:17][CH:18]([OH:19])[CH:12]2[NH:11][CH2:15][CH2:14][CH:13]12)=[O:25])([CH3:24])[CH3:23]. (2) Given the reactants [C:1]1([C:7]([C:17]2[CH:22]=[CH:21][C:20]([CH:23]=[CH:24][C:25]([NH:27][S:28]([C:31]3[CH:36]=[CH:35][C:34]([O:37]C)=[CH:33][CH:32]=3)(=[O:30])=[O:29])=[O:26])=[CH:19][CH:18]=2)=[C:8]([C:11]2[CH:16]=[CH:15][CH:14]=[CH:13][CH:12]=2)[CH2:9][CH3:10])[CH:6]=[CH:5][CH:4]=[CH:3][CH:2]=1.B(Br)(Br)Br, predict the reaction product. The product is: [C:1]1([C:7]([C:17]2[CH:22]=[CH:21][C:20]([CH:23]=[CH:24][C:25]([NH:27][S:28]([C:31]3[CH:32]=[CH:33][C:34]([OH:37])=[CH:35][CH:36]=3)(=[O:30])=[O:29])=[O:26])=[CH:19][CH:18]=2)=[C:8]([C:11]2[CH:12]=[CH:13][CH:14]=[CH:15][CH:16]=2)[CH2:9][CH3:10])[CH:6]=[CH:5][CH:4]=[CH:3][CH:2]=1. (3) Given the reactants [Cl:1][C:2]1[CH:3]=[N:4][C:5]2[N:6]([N:8]=[C:9]([C:11]([OH:13])=O)[CH:10]=2)[CH:7]=1.[CH3:14][CH:15]1[C:24]2[C:19](=[CH:20][CH:21]=[CH:22][CH:23]=2)[CH:18]([CH3:25])[CH2:17][NH:16]1, predict the reaction product. The product is: [Cl:1][C:2]1[CH:3]=[N:4][C:5]2[N:6]([N:8]=[C:9]([C:11]([N:16]3[CH2:17][CH:18]([CH3:25])[C:19]4[C:24](=[CH:23][CH:22]=[CH:21][CH:20]=4)[CH:15]3[CH3:14])=[O:13])[CH:10]=2)[CH:7]=1.